Dataset: Full USPTO retrosynthesis dataset with 1.9M reactions from patents (1976-2016). Task: Predict the reactants needed to synthesize the given product. (1) Given the product [F:1][C:2]1[CH:3]=[CH:4][C:5]([C:8]2[C:13]([C:14]([O:16][CH3:17])=[O:15])=[C:12]([CH:18]([CH3:20])[CH3:19])[N:11]=[C:10]([N:33]([CH3:32])[S:34]([CH3:37])(=[O:36])=[O:35])[N:9]=2)=[CH:6][CH:7]=1, predict the reactants needed to synthesize it. The reactants are: [F:1][C:2]1[CH:7]=[CH:6][C:5]([C:8]2[C:13]([C:14]([O:16][CH3:17])=[O:15])=[C:12]([CH:18]([CH3:20])[CH3:19])[N:11]=[C:10](OS(C3C=CC(C)=CC=3)(=O)=O)[N:9]=2)=[CH:4][CH:3]=1.[CH3:32][NH:33][S:34]([CH3:37])(=[O:36])=[O:35].C(=O)([O-])[O-].[K+].[K+].C1(C)C=CC=CC=1. (2) Given the product [S:36]([O:29][CH2:28][CH2:27][O:26][CH2:25][CH2:24][O:23][CH2:22][CH2:21][O:20][CH2:19][CH2:18][O:17][CH2:16][CH2:15][O:14][CH2:13][CH2:12][O:11][CH2:10][CH2:9][O:8][CH2:7][CH2:6][O:5][CH2:4][CH2:3][O:2][CH3:1])([C:31]1[CH:30]=[CH:35][C:34]([CH3:44])=[CH:33][CH:32]=1)(=[O:37])=[O:38], predict the reactants needed to synthesize it. The reactants are: [CH3:1][O:2][CH2:3][CH2:4][O:5][CH2:6][CH2:7][O:8][CH2:9][CH2:10][O:11][CH2:12][CH2:13][O:14][CH2:15][CH2:16][O:17][CH2:18][CH2:19][O:20][CH2:21][CH2:22][O:23][CH2:24][CH2:25][O:26][CH2:27][CH2:28][OH:29].[C:30]1(C)[C:31]([S:36](Cl)(=[O:38])=[O:37])=[CH:32][CH:33]=[CH:34][CH:35]=1.Cl.O.N1C=CC=C[CH:44]=1.